This data is from Catalyst prediction with 721,799 reactions and 888 catalyst types from USPTO. The task is: Predict which catalyst facilitates the given reaction. (1) Reactant: Br[CH2:2][CH2:3][CH2:4][CH2:5][CH2:6][NH:7][C:8]([C:10]1[C:14]([NH:15][C:16]([C:18]2[CH:23]=[CH:22][CH:21]=[C:20]([C:24]3[CH:25]=[N:26][NH:27][CH:28]=3)[N:19]=2)=[O:17])=[CH:13][N:12]([CH3:29])[N:11]=1)=[O:9].[H-].[Na+]. Product: [CH3:29][N:12]1[CH:13]=[C:14]2[C:10]([C:8](=[O:9])[NH:7][CH2:6][CH2:5][CH2:4][CH2:3][CH2:2][N:26]3[CH:25]=[C:24]([C:20]4[N:19]=[C:18]([C:16](=[O:17])[NH:15]2)[CH:23]=[CH:22][CH:21]=4)[CH:28]=[N:27]3)=[N:11]1. The catalyst class is: 44. (2) Product: [NH:25]1[C:24]2[CH:28]=[CH:29][C:21]([N:20]3[CH:10]([C:9]4[CH:12]=[CH:13][C:6]([CH2:5][CH2:4][CH2:3][O:2][CH3:1])=[CH:7][CH:8]=4)[CH2:40][NH:39][C:37]3=[O:38])=[CH:22][C:23]=2[N:27]=[CH:26]1. The catalyst class is: 45. Reactant: [CH3:1][O:2][CH2:3][CH2:4][CH2:5][C:6]1[CH:13]=[CH:12][C:9]([CH:10]=O)=[CH:8][CH:7]=1.C[Si](C#N)(C)C.[NH2:20][C:21]1[CH:29]=[CH:28][C:24]2[N:25]=[CH:26][NH:27][C:23]=2[CH:22]=1.C(N(CC)CC)C.[C:37](N1C=CN=C1)([N:39]1C=CN=[CH:40]1)=[O:38]. (3) Reactant: C1(C)C=CC=CC=1.S(Cl)(Cl)=O.[O:12]=[C:13]1[C:21]2[C:16](=[CH:17][CH:18]=[CH:19][CH:20]=2)[C:15](=[O:22])[N:14]1[CH2:23][CH2:24][C:25]1[N:29]([CH2:30][CH2:31][CH3:32])[N:28]=[C:27]([C:33](O)=[O:34])[CH:26]=1.[OH-].[NH4+:37]. Product: [O:22]=[C:15]1[C:16]2[C:21](=[CH:20][CH:19]=[CH:18][CH:17]=2)[C:13](=[O:12])[N:14]1[CH2:23][CH2:24][C:25]1[N:29]([CH2:30][CH2:31][CH3:32])[N:28]=[C:27]([C:33]([NH2:37])=[O:34])[CH:26]=1. The catalyst class is: 4. (4) Reactant: [CH3:1][O:2][C:3]1[CH:16]=[CH:15][C:6]([CH2:7][N:8]2[CH2:13][CH2:12][CH:11]([OH:14])[CH2:10][CH2:9]2)=[CH:5][CH:4]=1.C1(P(C2C=CC=CC=2)C2C=CC=CC=2)C=CC=CC=1.[Cl:36][C:37]1[CH:38]=[C:39]([CH:44]=[CH:45][C:46]=1O)[C:40]([O:42][CH3:43])=[O:41].N(C(OC(C)C)=O)=NC(OC(C)C)=O. Product: [Cl:36][C:37]1[CH:38]=[C:39]([CH:44]=[CH:45][C:46]=1[O:14][CH:11]1[CH2:10][CH2:9][N:8]([CH2:7][C:6]2[CH:5]=[CH:4][C:3]([O:2][CH3:1])=[CH:16][CH:15]=2)[CH2:13][CH2:12]1)[C:40]([O:42][CH3:43])=[O:41]. The catalyst class is: 11. (5) Reactant: Cl[CH:2]([CH2:15][CH3:16])[C:3]([NH:5][C@H:6]([C:9]1[CH:14]=[CH:13][CH:12]=[CH:11][CH:10]=1)[CH2:7][OH:8])=[O:4].[H-].[Na+].C([O-])(O)=O.[Na+]. Product: [CH2:15]([C@H:2]1[O:8][CH2:7][C@@H:6]([C:9]2[CH:14]=[CH:13][CH:12]=[CH:11][CH:10]=2)[NH:5][C:3]1=[O:4])[CH3:16]. The catalyst class is: 1. (6) Reactant: C[Si](Cl)(C)C.[Na+].[I-].C[O:9][C:10]1[C:11](=[O:37])[C:12]([C:26]2[N:30]([C:31]3[CH:36]=[CH:35][CH:34]=[CH:33][CH:32]=3)[N:29]=[CH:28][CH:27]=2)=[N:13][N:14]([C:16]2[CH:21]=[CH:20][CH:19]=[C:18]([C:22]([F:25])([F:24])[F:23])[CH:17]=2)[CH:15]=1.O. Product: [OH:9][C:10]1[C:11](=[O:37])[C:12]([C:26]2[N:30]([C:31]3[CH:32]=[CH:33][CH:34]=[CH:35][CH:36]=3)[N:29]=[CH:28][CH:27]=2)=[N:13][N:14]([C:16]2[CH:21]=[CH:20][CH:19]=[C:18]([C:22]([F:23])([F:25])[F:24])[CH:17]=2)[CH:15]=1. The catalyst class is: 23.